From a dataset of Full USPTO retrosynthesis dataset with 1.9M reactions from patents (1976-2016). Predict the reactants needed to synthesize the given product. (1) Given the product [NH:27]1[C:35]2[C:30](=[CH:31][CH:32]=[CH:33][CH:34]=2)[C:29]([CH2:36][CH2:37][N:38]2[CH2:42][CH2:41][N:40]([C:43]3[S:44][C:45]([C:49]([NH:60][CH2:59][C:55]4[CH:54]=[N:53][CH:58]=[CH:57][CH:56]=4)=[O:50])=[C:46]([CH3:48])[N:47]=3)[C:39]2=[O:52])=[CH:28]1, predict the reactants needed to synthesize it. The reactants are: ClC1C=CC2SC=C(CN3CCN(C4SC(C(O)=O)=C(C)N=4)C3=O)C=2C=1.[NH:27]1[C:35]2[C:30](=[CH:31][CH:32]=[CH:33][CH:34]=2)[C:29]([CH2:36][CH2:37][N:38]2[CH2:42][CH2:41][N:40]([C:43]3[S:44][C:45]([C:49](O)=[O:50])=[C:46]([CH3:48])[N:47]=3)[C:39]2=[O:52])=[CH:28]1.[N:53]1[CH:58]=[CH:57][CH:56]=[C:55]([CH2:59][NH2:60])[CH:54]=1. (2) Given the product [CH3:19][CH:17]([N:14]1[C:12]2[N:13]=[C:8]([C:5]3[CH:6]=[CH:7][C:2]([C:33]4[CH:34]=[N:35][NH:36][CH:37]=4)=[CH:3][CH:4]=3)[CH:9]=[C:10]([C:20]([OH:22])=[O:21])[C:11]=2[CH:16]=[N:15]1)[CH3:18], predict the reactants needed to synthesize it. The reactants are: Br[C:2]1[CH:7]=[CH:6][C:5]([C:8]2[CH:9]=[C:10]([C:20]([O:22]CC)=[O:21])[C:11]3[CH:16]=[N:15][N:14]([CH:17]([CH3:19])[CH3:18])[C:12]=3[N:13]=2)=[CH:4][CH:3]=1.CC1(C)C(C)(C)OB([C:33]2[CH:34]=[N:35][NH:36][CH:37]=2)O1.C(=O)([O-])[O-].[Na+].[Na+]. (3) Given the product [F:9][C:10]1[CH:17]=[CH:16][C:13]([CH2:14][CH:23]2[C:24](=[O:25])[O:26][C:19]([CH3:27])([CH3:18])[O:20][C:21]2=[O:22])=[CH:12][CH:11]=1, predict the reactants needed to synthesize it. The reactants are: N1CCC[C@H]1C(O)=O.[F:9][C:10]1[CH:17]=[CH:16][C:13]([CH:14]=O)=[CH:12][CH:11]=1.[CH3:18][C:19]1([CH3:27])[O:26][C:24](=[O:25])[CH2:23][C:21](=[O:22])[O:20]1.CC1NC(C)=C(C(OCC)=O)CC=1C(OCC)=O.